From a dataset of Full USPTO retrosynthesis dataset with 1.9M reactions from patents (1976-2016). Predict the reactants needed to synthesize the given product. Given the product [C:21]([C:19]1[C:18]([O:25][P:44](=[O:68])([O:45][CH2:46][C:47]2[CH:48]=[CH:49][CH:50]=[CH:51][CH:52]=2)[O:53][CH2:54][C:55]2[CH:56]=[CH:57][CH:58]=[CH:59][CH:60]=2)=[CH:17][C:16]([NH:26][C:27]([C:29]2[C:38](=[O:39])[C:37]3[C:32](=[CH:33][CH:34]=[CH:35][CH:36]=3)[NH:31][CH:30]=2)=[O:28])=[C:15]([C:11]2[CH:12]=[CH:13][CH:14]=[C:9]([O:8][CH2:6][CH3:7])[CH:10]=2)[CH:20]=1)([CH3:24])([CH3:23])[CH3:22], predict the reactants needed to synthesize it. The reactants are: N1C=NN=N1.[CH2:6]([O:8][C:9]1[CH:10]=[C:11]([C:15]2[CH:20]=[C:19]([C:21]([CH3:24])([CH3:23])[CH3:22])[C:18]([OH:25])=[CH:17][C:16]=2[NH:26][C:27]([C:29]2[C:38](=[O:39])[C:37]3[C:32](=[CH:33][CH:34]=[CH:35][CH:36]=3)[NH:31][CH:30]=2)=[O:28])[CH:12]=[CH:13][CH:14]=1)[CH3:7].C(N(C(C)C)[P:44]([O:53][CH2:54][C:55]1[CH:60]=[CH:59][CH:58]=[CH:57][CH:56]=1)[O:45][CH2:46][C:47]1[CH:52]=[CH:51][CH:50]=[CH:49][CH:48]=1)(C)C.C([O:68]O)(C)(C)C.